From a dataset of Forward reaction prediction with 1.9M reactions from USPTO patents (1976-2016). Predict the product of the given reaction. (1) Given the reactants [Li]CCCC.[F:6][C:7]1[CH:8]=[C:9]([NH:13][C:14](=[O:19])[C:15]([CH3:18])([CH3:17])[CH3:16])[CH:10]=[N:11][CH:12]=1.CN(CCN(C)C)C.[I:28]I, predict the reaction product. The product is: [F:6][C:7]1[C:8]([I:28])=[C:9]([NH:13][C:14](=[O:19])[C:15]([CH3:16])([CH3:18])[CH3:17])[CH:10]=[N:11][CH:12]=1. (2) Given the reactants [C:1]([C:3]1[CH:4]=[N:5][CH:6]=[N:7][CH:8]=1)#[N:2].[CH2:9]([Mg]Br)[CH3:10].B(F)(F)F, predict the reaction product. The product is: [N:5]1[CH:4]=[C:3]([C:1]2([NH2:2])[CH2:10][CH2:9]2)[CH:8]=[N:7][CH:6]=1.